The task is: Predict the reactants needed to synthesize the given product.. This data is from Full USPTO retrosynthesis dataset with 1.9M reactions from patents (1976-2016). Given the product [F:29][C:30]([F:49])([F:48])[S:31]([O:11][C:12]1[CH2:17][CH2:16][CH:15]([NH:18][C:19]([O:20][CH2:21][C:22]2[CH:23]=[CH:24][CH:25]=[CH:26][CH:27]=2)=[O:28])[CH2:14][CH:13]=1)(=[O:33])=[O:32], predict the reactants needed to synthesize it. The reactants are: C[Si]([N-][Si](C)(C)C)(C)C.[Na+].[O:11]=[C:12]1[CH2:17][CH2:16][CH:15]([NH:18][C:19](=[O:28])[O:20][CH2:21][C:22]2[CH:27]=[CH:26][CH:25]=[CH:24][CH:23]=2)[CH2:14][CH2:13]1.[F:29][C:30]([F:49])([F:48])[S:31](N(C1C=CC=CC=1)[S:31]([C:30]([F:49])([F:48])[F:29])(=[O:33])=[O:32])(=[O:33])=[O:32].